Task: Regression. Given two drug SMILES strings and cell line genomic features, predict the synergy score measuring deviation from expected non-interaction effect.. Dataset: NCI-60 drug combinations with 297,098 pairs across 59 cell lines (1) Drug 1: C1C(C(OC1N2C=NC3=C(N=C(N=C32)Cl)N)CO)O. Drug 2: C#CCC(CC1=CN=C2C(=N1)C(=NC(=N2)N)N)C3=CC=C(C=C3)C(=O)NC(CCC(=O)O)C(=O)O. Cell line: NCI/ADR-RES. Synergy scores: CSS=62.7, Synergy_ZIP=-8.84, Synergy_Bliss=-11.4, Synergy_Loewe=-3.44, Synergy_HSA=-2.72. (2) Drug 1: CN1C(=O)N2C=NC(=C2N=N1)C(=O)N. Cell line: NCI-H226. Drug 2: COCCOC1=C(C=C2C(=C1)C(=NC=N2)NC3=CC=CC(=C3)C#C)OCCOC.Cl. Synergy scores: CSS=1.09, Synergy_ZIP=-0.541, Synergy_Bliss=-0.234, Synergy_Loewe=-6.43, Synergy_HSA=-3.11. (3) Drug 2: CC=C1C(=O)NC(C(=O)OC2CC(=O)NC(C(=O)NC(CSSCCC=C2)C(=O)N1)C(C)C)C(C)C. Cell line: SR. Synergy scores: CSS=34.1, Synergy_ZIP=2.81, Synergy_Bliss=2.26, Synergy_Loewe=-68.4, Synergy_HSA=-3.33. Drug 1: CC1=C(C=C(C=C1)NC(=O)C2=CC=C(C=C2)CN3CCN(CC3)C)NC4=NC=CC(=N4)C5=CN=CC=C5. (4) Drug 1: CC(C1=C(C=CC(=C1Cl)F)Cl)OC2=C(N=CC(=C2)C3=CN(N=C3)C4CCNCC4)N. Drug 2: C1=CC(=CC=C1CC(C(=O)O)N)N(CCCl)CCCl.Cl. Cell line: NCI-H522. Synergy scores: CSS=14.1, Synergy_ZIP=-3.52, Synergy_Bliss=2.68, Synergy_Loewe=0.785, Synergy_HSA=2.52.